From a dataset of NCI-60 drug combinations with 297,098 pairs across 59 cell lines. Regression. Given two drug SMILES strings and cell line genomic features, predict the synergy score measuring deviation from expected non-interaction effect. (1) Drug 1: C1=CC(=C2C(=C1NCCNCCO)C(=O)C3=C(C=CC(=C3C2=O)O)O)NCCNCCO. Drug 2: CCC1(CC2CC(C3=C(CCN(C2)C1)C4=CC=CC=C4N3)(C5=C(C=C6C(=C5)C78CCN9C7C(C=CC9)(C(C(C8N6C=O)(C(=O)OC)O)OC(=O)C)CC)OC)C(=O)OC)O.OS(=O)(=O)O. Cell line: KM12. Synergy scores: CSS=25.4, Synergy_ZIP=-15.4, Synergy_Bliss=-14.2, Synergy_Loewe=-1.76, Synergy_HSA=-2.65. (2) Drug 1: C1=CC(=CC=C1CCC2=CNC3=C2C(=O)NC(=N3)N)C(=O)NC(CCC(=O)O)C(=O)O. Drug 2: CC12CCC3C(C1CCC2OP(=O)(O)O)CCC4=C3C=CC(=C4)OC(=O)N(CCCl)CCCl.[Na+]. Cell line: SNB-75. Synergy scores: CSS=22.4, Synergy_ZIP=-3.95, Synergy_Bliss=-4.11, Synergy_Loewe=-3.32, Synergy_HSA=-0.331. (3) Drug 1: CC1=C2C(C(=O)C3(C(CC4C(C3C(C(C2(C)C)(CC1OC(=O)C(C(C5=CC=CC=C5)NC(=O)C6=CC=CC=C6)O)O)OC(=O)C7=CC=CC=C7)(CO4)OC(=O)C)O)C)OC(=O)C. Drug 2: C1CNP(=O)(OC1)N(CCCl)CCCl. Cell line: NCI-H226. Synergy scores: CSS=39.7, Synergy_ZIP=3.99, Synergy_Bliss=1.88, Synergy_Loewe=-24.4, Synergy_HSA=3.06. (4) Drug 1: CCC1=CC2CC(C3=C(CN(C2)C1)C4=CC=CC=C4N3)(C5=C(C=C6C(=C5)C78CCN9C7C(C=CC9)(C(C(C8N6C)(C(=O)OC)O)OC(=O)C)CC)OC)C(=O)OC.C(C(C(=O)O)O)(C(=O)O)O. Drug 2: C1CC(C1)(C(=O)O)C(=O)O.[NH2-].[NH2-].[Pt+2]. Cell line: MCF7. Synergy scores: CSS=42.9, Synergy_ZIP=-3.65, Synergy_Bliss=-0.00989, Synergy_Loewe=1.29, Synergy_HSA=4.14. (5) Drug 1: CC1=C2C(C(=O)C3(C(CC4C(C3C(C(C2(C)C)(CC1OC(=O)C(C(C5=CC=CC=C5)NC(=O)OC(C)(C)C)O)O)OC(=O)C6=CC=CC=C6)(CO4)OC(=O)C)OC)C)OC. Drug 2: CC1C(C(CC(O1)OC2CC(OC(C2O)C)OC3=CC4=CC5=C(C(=O)C(C(C5)C(C(=O)C(C(C)O)O)OC)OC6CC(C(C(O6)C)O)OC7CC(C(C(O7)C)O)OC8CC(C(C(O8)C)O)(C)O)C(=C4C(=C3C)O)O)O)O. Cell line: HCT116. Synergy scores: CSS=22.9, Synergy_ZIP=-5.60, Synergy_Bliss=-16.0, Synergy_Loewe=-39.6, Synergy_HSA=-15.3. (6) Drug 1: CC1C(C(=O)NC(C(=O)N2CCCC2C(=O)N(CC(=O)N(C(C(=O)O1)C(C)C)C)C)C(C)C)NC(=O)C3=C4C(=C(C=C3)C)OC5=C(C(=O)C(=C(C5=N4)C(=O)NC6C(OC(=O)C(N(C(=O)CN(C(=O)C7CCCN7C(=O)C(NC6=O)C(C)C)C)C)C(C)C)C)N)C. Drug 2: C1C(C(OC1N2C=NC3=C(N=C(N=C32)Cl)N)CO)O. Cell line: LOX IMVI. Synergy scores: CSS=19.8, Synergy_ZIP=-6.30, Synergy_Bliss=-3.32, Synergy_Loewe=-2.85, Synergy_HSA=-3.61. (7) Drug 1: CCC(=C(C1=CC=CC=C1)C2=CC=C(C=C2)OCCN(C)C)C3=CC=CC=C3.C(C(=O)O)C(CC(=O)O)(C(=O)O)O. Drug 2: C(CN)CNCCSP(=O)(O)O. Cell line: TK-10. Synergy scores: CSS=0.498, Synergy_ZIP=-0.642, Synergy_Bliss=-3.02, Synergy_Loewe=-11.8, Synergy_HSA=-6.43.